This data is from Full USPTO retrosynthesis dataset with 1.9M reactions from patents (1976-2016). The task is: Predict the reactants needed to synthesize the given product. (1) Given the product [I:18][C:8]1[C:9](=[O:10])[C@@H:4]2[O:3][C:2]([CH3:11])([CH3:1])[O:6][C@@H:5]2[CH:7]=1, predict the reactants needed to synthesize it. The reactants are: [CH3:1][C:2]1([CH3:11])[O:6][CH:5]2[CH:7]=[CH:8][C:9](=[O:10])[CH:4]2[O:3]1.N1C=CC=CC=1.[I:18]I.O. (2) The reactants are: C1(C(C2C=CC=CC=2)[N:8]2[CH2:11][CH:10]([N:12]3[CH2:17][CH2:16][N:15]([C:18]([O:20][C:21]([CH3:24])([CH3:23])[CH3:22])=[O:19])[CH2:14][CH:13]3[CH2:25][CH2:26][OH:27])[CH2:9]2)C=CC=CC=1. Given the product [NH:8]1[CH2:11][CH:10]([N:12]2[CH2:17][CH2:16][N:15]([C:18]([O:20][C:21]([CH3:22])([CH3:23])[CH3:24])=[O:19])[CH2:14][CH:13]2[CH2:25][CH2:26][OH:27])[CH2:9]1, predict the reactants needed to synthesize it. (3) Given the product [OH:42][C:13]([C:12]#[C:11][C:8]1[CH:9]=[CH:10][C:5]([OH:4])=[CH:6][CH:7]=1)([CH2:27][C:28]1([C:31]2[CH:36]=[C:35]([C:37]([F:38])([F:40])[F:39])[CH:34]=[CH:33][C:32]=2[F:41])[CH2:29][CH2:30]1)[C:14]([NH:16][C:17]1[CH:18]=[C:19]2[C:24](=[CH:25][CH:26]=1)[C:22](=[O:23])[O:21][CH2:20]2)=[O:15], predict the reactants needed to synthesize it. The reactants are: C([O:4][C:5]1[CH:10]=[CH:9][C:8]([C:11]#[C:12][C:13]([OH:42])([CH2:27][C:28]2([C:31]3[CH:36]=[C:35]([C:37]([F:40])([F:39])[F:38])[CH:34]=[CH:33][C:32]=3[F:41])[CH2:30][CH2:29]2)[C:14]([NH:16][C:17]2[CH:18]=[C:19]3[C:24](=[CH:25][CH:26]=2)[C:22](=[O:23])[O:21][CH2:20]3)=[O:15])=[CH:7][CH:6]=1)(=O)C.C(=O)(O)[O-].[Na+]. (4) Given the product [Cl:1][C:2]1[CH:8]=[CH:7][C:5]([NH:6][C:23](=[O:24])[C:22]2[CH:26]=[CH:27][CH:28]=[C:20]([CH2:19][S:16]([CH3:15])(=[O:18])=[O:17])[CH:21]=2)=[CH:4][C:3]=1[C:9]1[CH:14]=[CH:13][CH:12]=[CH:11][N:10]=1, predict the reactants needed to synthesize it. The reactants are: [Cl:1][C:2]1[CH:8]=[CH:7][C:5]([NH2:6])=[CH:4][C:3]=1[C:9]1[CH:14]=[CH:13][CH:12]=[CH:11][N:10]=1.[CH3:15][S:16]([CH2:19][C:20]1[CH:21]=[C:22]([CH:26]=[CH:27][CH:28]=1)[C:23](O)=[O:24])(=[O:18])=[O:17]. (5) Given the product [NH:5]1[CH2:6][CH2:7][CH2:8][CH2:9][CH:4]1[C:1]1[S:3][CH:20]=[C:21]([C:22]([O:24][CH2:26][CH3:27])=[O:23])[N:2]=1, predict the reactants needed to synthesize it. The reactants are: [C:1]([CH:4]1[CH2:9][CH2:8][CH2:7][CH2:6][N:5]1C(OC(C)(C)C)=O)(=[S:3])[NH2:2].BrCC[CH2:20][C:21](=O)[C:22]([O-:24])=[O:23].[CH3:26][CH2:27]O. (6) Given the product [C:1]1([N:7]2[C:8](=[O:9])[NH:10][C:12](=[O:13])[S:14]2)[CH:6]=[CH:5][CH:4]=[CH:3][CH:2]=1, predict the reactants needed to synthesize it. The reactants are: [C:1]1([NH:7][C:8]([NH2:10])=[O:9])[CH:6]=[CH:5][CH:4]=[CH:3][CH:2]=1.Cl[C:12]([S:14](Cl)(=O)=O)=[O:13]. (7) Given the product [O:25]1[CH2:26][CH2:27][N:22]([C:28]2[CH:35]=[CH:34][C:31]([C:32]3[NH:19][C:18]4[CH:17]=[CH:16][C:6]([NH:7][C:8](=[O:15])[C:9]5[CH:14]=[CH:13][CH:12]=[CH:11][CH:10]=5)=[CH:5][C:4]=4[N:1]=3)=[CH:30][CH:29]=2)[CH2:23][CH2:24]1, predict the reactants needed to synthesize it. The reactants are: [N+:1]([C:4]1[CH:5]=[C:6]([CH:16]=[CH:17][C:18]=1[N+:19]([O-])=O)[NH:7][C:8](=[O:15])[C:9]1[CH:14]=[CH:13][CH:12]=[CH:11][CH:10]=1)([O-])=O.[N:22]1([C:28]2[CH:35]=[CH:34][C:31]([CH:32]=O)=[CH:30][CH:29]=2)[CH2:27][CH2:26][O:25][CH2:24][CH2:23]1. (8) Given the product [Cl:1][C:2]1[CH:3]=[C:4]([CH:17]=[CH:18][CH:19]=1)[O:5][CH2:6][C:7]1[CH:16]=[CH:15][C:10]([C:11]([OH:13])=[O:12])=[CH:9][CH:8]=1, predict the reactants needed to synthesize it. The reactants are: [Cl:1][C:2]1[CH:3]=[C:4]([CH:17]=[CH:18][CH:19]=1)[O:5][CH2:6][C:7]1[CH:16]=[CH:15][C:10]([C:11]([O:13]C)=[O:12])=[CH:9][CH:8]=1.[Li+].[OH-].C(O)(=O)CC(CC(O)=O)(C(O)=O)O. (9) Given the product [Cl:60][C:61]1[CH:62]=[CH:63][C:64]([CH:67]([NH:72][C:48]([C:33]2([NH:32][C:30](=[O:31])[O:29][C:25]([CH3:28])([CH3:26])[CH3:27])[CH2:34][CH2:35][N:36]([C:39]3[C:40]4[CH:47]=[CH:46][NH:45][C:41]=4[N:42]=[CH:43][N:44]=3)[CH2:37][CH2:38]2)=[O:50])[CH2:68][CH2:69][NH:70][CH3:71])=[CH:65][CH:66]=1, predict the reactants needed to synthesize it. The reactants are: F[P-](F)(F)(F)(F)F.N1(OC(N(C)C)=[N+](C)C)C2N=CC=CC=2N=N1.[C:25]([O:29][C:30]([NH:32][C:33]1([C:48]([OH:50])=O)[CH2:38][CH2:37][N:36]([C:39]2[C:40]3[CH:47]=[CH:46][NH:45][C:41]=3[N:42]=[CH:43][N:44]=2)[CH2:35][CH2:34]1)=[O:31])([CH3:28])([CH3:27])[CH3:26].C(N(CC)C(C)C)(C)C.[Cl:60][C:61]1[CH:66]=[CH:65][C:64]([CH:67]([NH2:72])[CH2:68][CH2:69][NH:70][CH3:71])=[CH:63][CH:62]=1.